This data is from Drug-target binding data from BindingDB using Ki measurements. The task is: Regression. Given a target protein amino acid sequence and a drug SMILES string, predict the binding affinity score between them. We predict pKi (pKi = -log10(Ki in M); higher means stronger inhibition). Dataset: bindingdb_ki. The drug is CN1c2c(nc(N)[nH]c2=O)NCC1CCNc1ccc(C(=O)N[C@@H](CCC(=O)O)C(=O)O)cc1. The target protein (P11586) has sequence MAPAEILNGKEISAQIRARLKNQVTQLKEQVPGFTPRLAILQVGNRDDSNLYINVKLKAAEEIGIKATHIKLPRTTTESEVMKYITSLNEDSTVHGFLVQLPLDSENSINTEEVINAIAPEKDVDGLTSINAGRLARGDLNDCFIPCTPKGCLELIKETGVPIAGRHAVVVGRSKIVGAPMHDLLLWNNATVTTCHSKTAHLDEEVNKGDILVVATGQPEMVKGEWIKPGAIVIDCGINYVPDDKKPNGRKVVGDVAYDEAKERASFITPVPGGVGPMTVAMLMQSTVESAKRFLEKFKPGKWMIQYNNLNLKTPVPSDIDISRSCKPKPIGKLAREIGLLSEEVELYGETKAKVLLSALERLKHRPDGKYVVVTGITPTPLGEGKSTTTIGLVQALGAHLYQNVFACVRQPSQGPTFGIKGGAAGGGYSQVIPMEEFNLHLTGDIHAITAANNLVAAAIDARIFHELTQTDKALFNRLVPSVNGVRRFSDIQIRRLKRL.... The pKi is 4.4.